Dataset: Catalyst prediction with 721,799 reactions and 888 catalyst types from USPTO. Task: Predict which catalyst facilitates the given reaction. Reactant: [Cl:1][C:2]1[N:6]2[CH2:7][CH2:8][N:9](C(OC(C)(C)C)=O)[CH2:10][C:5]2=[N:4][CH:3]=1.Cl. Product: [Cl:1][C:2]1[N:6]2[CH2:7][CH2:8][NH:9][CH2:10][C:5]2=[N:4][CH:3]=1. The catalyst class is: 12.